Predict the product of the given reaction. From a dataset of Forward reaction prediction with 1.9M reactions from USPTO patents (1976-2016). (1) The product is: [NH2:2][C:1]1[NH:16][N:15]=[C:9]([CH3:10])[C:3]=1[C:4]([O:6][CH2:7][CH3:8])=[O:14]. Given the reactants [C:1](/[C:3](=[C:9](\OCC)/[CH3:10])/[C:4]([O:6][CH2:7][CH3:8])=O)#[N:2].[OH2:14].[NH2:15][NH2:16], predict the reaction product. (2) The product is: [O:3]1[CH2:4][CH2:5][CH:6]([N:9]2[CH2:14][CH2:13][CH:12]([NH2:15])[CH2:11][CH2:10]2)[CH2:7][CH2:8]1. Given the reactants Cl.Cl.[O:3]1[CH2:8][CH2:7][CH:6]([N:9]2[CH2:14][CH2:13][CH:12]([NH2:15])[CH2:11][CH2:10]2)[CH2:5][CH2:4]1.C([O-])([O-])=O.[K+].[K+], predict the reaction product. (3) Given the reactants [CH3:1][O:2][C:3](=[O:23])[C:4](=O)[CH2:5][C:6]([C:8]1[CH:13]=[CH:12][CH:11]=[CH:10][C:9]=1[O:14][CH2:15][C:16]1[CH:21]=[CH:20][CH:19]=[CH:18][CH:17]=1)=O.[NH:24]([C:26]1[CH:27]=[C:28]([CH:32]=[CH:33][CH:34]=1)[C:29]([OH:31])=[O:30])[NH2:25], predict the reaction product. The product is: [CH3:1][O:2][C:3]([C:4]1[CH:5]=[C:6]([C:8]2[CH:13]=[CH:12][CH:11]=[CH:10][C:9]=2[O:14][CH2:15][C:16]2[CH:21]=[CH:20][CH:19]=[CH:18][CH:17]=2)[N:24]([C:26]2[CH:27]=[C:28]([CH:32]=[CH:33][CH:34]=2)[C:29]([OH:31])=[O:30])[N:25]=1)=[O:23]. (4) Given the reactants [F:1][C:2]1[CH:3]=[CH:4][C:5]([N+:9]([O-:11])=[O:10])=[C:6]([OH:8])[CH:7]=1.[C:12](=O)([O-])[O-].[K+].[K+].IC, predict the reaction product. The product is: [F:1][C:2]1[CH:3]=[CH:4][C:5]([N+:9]([O-:11])=[O:10])=[C:6]([O:8][CH3:12])[CH:7]=1. (5) Given the reactants C[O:2][C:3](=O)[C:4]1[CH:9]=[CH:8][C:7]([NH:10][C:11](=[O:27])[C@@H:12]([C:19]2[CH:24]=[CH:23][C:22]([Cl:25])=[C:21]([Cl:26])[CH:20]=2)[CH2:13][CH:14]2[CH2:18][CH2:17][CH2:16][CH2:15]2)=[N:6][CH:5]=1.[H-].[Al+3].[Li+].[H-].[H-].[H-], predict the reaction product. The product is: [CH:14]1([CH2:13][CH:12]([C:19]2[CH:24]=[CH:23][C:22]([Cl:25])=[C:21]([Cl:26])[CH:20]=2)[C:11]([NH:10][C:7]2[CH:8]=[CH:9][C:4]([CH2:3][OH:2])=[CH:5][N:6]=2)=[O:27])[CH2:15][CH2:16][CH2:17][CH2:18]1. (6) Given the reactants [NH:1]1[CH2:5][CH2:4][C@@H:3]([OH:6])[CH2:2]1.[Cl:7][C:8]1[CH:13]=[CH:12][C:11](F)=[CH:10][C:9]=1[Cl:15], predict the reaction product. The product is: [Cl:7][C:8]1[CH:13]=[C:12]([N:1]2[CH2:5][CH2:4][C@@H:3]([OH:6])[CH2:2]2)[CH:11]=[CH:10][C:9]=1[Cl:15]. (7) Given the reactants [Cl-].[C:2]([O:7][CH2:8][CH3:9])(=[O:6])[C:3]([O-:5])=O.[F:10][C:11]1[CH:16]=[CH:15][C:14]([C@H:17]2[CH2:22][CH2:21][CH2:20][C@@H:19]([CH:23]=[CH2:24])[NH:18]2)=[CH:13][CH:12]=1.CCN(C(C)C)C(C)C.Cl, predict the reaction product. The product is: [F:10][C:11]1[CH:12]=[CH:13][C:14]([C@H:17]2[CH2:22][CH2:21][CH2:20][C@@H:19]([CH:23]=[CH2:24])[N:18]2[C:3](=[O:5])[C:2]([O:7][CH2:8][CH3:9])=[O:6])=[CH:15][CH:16]=1.